This data is from Full USPTO retrosynthesis dataset with 1.9M reactions from patents (1976-2016). The task is: Predict the reactants needed to synthesize the given product. (1) The reactants are: [CH:1]1([OH:6])[CH2:5][CH2:4][CH2:3][CH2:2]1.F[C:8]1[C:13]([I:14])=[CH:12][CH:11]=[CH:10][N:9]=1. Given the product [CH:1]1([O:6][C:8]2[C:13]([I:14])=[CH:12][CH:11]=[CH:10][N:9]=2)[CH2:5][CH2:4][CH2:3][CH2:2]1, predict the reactants needed to synthesize it. (2) Given the product [Br:1][C:2]1[CH:7]=[C:6]([OH:12])[CH:5]=[C:4]([F:9])[CH:3]=1, predict the reactants needed to synthesize it. The reactants are: [Br:1][C:2]1[CH:7]=[C:6](F)[CH:5]=[C:4]([F:9])[CH:3]=1.CS(CCO)(=O)=[O:12].CC(C)([O-])C.[K+]. (3) Given the product [C:12]([O:11][C:10](=[O:16])[NH:9][C:8]([N:17]1[CH2:18][CH2:19][CH:20]([O:23][NH2:24])[CH2:21][CH2:22]1)=[N:7][C:6](=[O:35])[O:5][C:1]([CH3:4])([CH3:3])[CH3:2])([CH3:13])([CH3:14])[CH3:15], predict the reactants needed to synthesize it. The reactants are: [C:1]([O:5][C:6](=[O:35])[NH:7][C:8]([N:17]1[CH2:22][CH2:21][CH:20]([O:23][N:24]2C(=O)C3C(=CC=CC=3)C2=O)[CH2:19][CH2:18]1)=[N:9][C:10](=[O:16])[O:11][C:12]([CH3:15])([CH3:14])[CH3:13])([CH3:4])([CH3:3])[CH3:2].C(Cl)Cl.O.NN. (4) Given the product [F:40][C:6]1[CH:7]=[CH:2][CH:3]=[C:4]([O:38][CH3:39])[C:5]=1[C:9]1[CH:14]=[CH:13][N:12]=[CH:11][C:10]=1[NH:15][CH3:16], predict the reactants needed to synthesize it. The reactants are: F[C:2]1[C:7](F)=[CH:6][C:5]([C:9]2[CH:14]=[CH:13][N:12]=[CH:11][C:10]=2[N:15](CCS(C)(=O)=O)[C:16](=O)C2C=C(C(F)(F)F)N=C(C(F)(F)F)C=2)=[C:4]([O:38][CH3:39])[CH:3]=1.[F:40]C1C=CC=C(OC)C=1B(O)O. (5) Given the product [CH3:1][O:2][C:3](=[O:17])[C:4]1[CH:5]=[CH:6][C:7]([C:10]2[O:11][C:12]([CH:15]=[C:27]3[S:26][C:25](=[S:30])[N:24]([CH2:23][C:22]4[CH:31]=[CH:32][C:19]([CH3:18])=[CH:20][CH:21]=4)[C:28]3=[O:29])=[CH:13][CH:14]=2)=[CH:8][CH:9]=1, predict the reactants needed to synthesize it. The reactants are: [CH3:1][O:2][C:3](=[O:17])[C:4]1[CH:9]=[CH:8][C:7]([C:10]2[O:11][C:12]([CH:15]=O)=[CH:13][CH:14]=2)=[CH:6][CH:5]=1.[CH3:18][C:19]1[CH:32]=[CH:31][C:22]([CH2:23][N:24]2[C:28](=[O:29])[CH2:27][S:26][C:25]2=[S:30])=[CH:21][CH:20]=1. (6) The reactants are: [O:1]=[C:2]1[N:6]([CH2:7][C:8]#[CH:9])[C:5]([C:15]2[CH:20]=[CH:19][C:18]([F:21])=[CH:17][CH:16]=2)([CH2:10][O:11]CC=C)[C:4](=[O:22])[N:3]1[C:23]1[CH:30]=[CH:29][C:26]([C:27]#[N:28])=[C:25]([C:31]([F:34])([F:33])[F:32])[CH:24]=1.C(=O)(O)[O-].[Na+]. Given the product [F:21][C:18]1[CH:19]=[CH:20][C:15]([C:5]2([CH2:10][OH:11])[C:4](=[O:22])[N:3]([C:23]3[CH:30]=[CH:29][C:26]([C:27]#[N:28])=[C:25]([C:31]([F:34])([F:32])[F:33])[CH:24]=3)[C:2](=[O:1])[N:6]2[CH2:7][C:8]#[CH:9])=[CH:16][CH:17]=1, predict the reactants needed to synthesize it.